Task: Predict the product of the given reaction.. Dataset: Forward reaction prediction with 1.9M reactions from USPTO patents (1976-2016) (1) Given the reactants [S:1]1(=[O:7])(=[O:6])[CH:5]=[CH:4][CH2:3][CH2:2]1.[CH:8]1[CH2:12][CH:11]=[CH:10][CH:9]=1.C1(C)C=CC=CC=1, predict the reaction product. The product is: [CH:10]12[CH2:11][CH:12]([CH:8]=[CH:9]1)[CH:4]1[CH:5]2[S:1](=[O:7])(=[O:6])[CH2:2][CH2:3]1. (2) Given the reactants [N:1]1([CH2:6][CH2:7][CH2:8][O:9][C:10]2[CH:15]=[CH:14][C:13]([C:16]3([CH2:22][NH2:23])[CH2:21][CH2:20][O:19][CH2:18][CH2:17]3)=[CH:12][CH:11]=2)[CH2:5][CH2:4][CH2:3][CH2:2]1.C(O)(=O)C.[O-:28][C:29]#[N:30].[K+], predict the reaction product. The product is: [N:1]1([CH2:6][CH2:7][CH2:8][O:9][C:10]2[CH:15]=[CH:14][C:13]([C:16]3([CH2:22][NH:23][C:29]([NH2:30])=[O:28])[CH2:17][CH2:18][O:19][CH2:20][CH2:21]3)=[CH:12][CH:11]=2)[CH2:5][CH2:4][CH2:3][CH2:2]1. (3) Given the reactants [Cl-].[CH3:2][C:3]1[C:11]2[CH2:10][O:9][C:8](=[O:12])[C:7]=2[CH:6]=[CH:5][C:4]=1[CH2:13][CH2:14][N:15]1[CH2:20][CH2:19][CH:18]([NH3+:21])[CH2:17][CH2:16]1.[N:22]1([C:27]2[CH:35]=[CH:34][C:30]([C:31](O)=[O:32])=[CH:29][CH:28]=2)[CH:26]=[CH:25][CH:24]=[N:23]1, predict the reaction product. The product is: [CH3:2][C:3]1[C:4]([CH2:13][CH2:14][N:15]2[CH2:16][CH2:17][CH:18]([NH:21][C:31](=[O:32])[C:30]3[CH:29]=[CH:28][C:27]([N:22]4[CH:26]=[CH:25][CH:24]=[N:23]4)=[CH:35][CH:34]=3)[CH2:19][CH2:20]2)=[CH:5][CH:6]=[C:7]2[C:11]=1[CH2:10][O:9][C:8]2=[O:12]. (4) Given the reactants C1(P(C2C=CC=CC=2)C2C=CC=CC=2)C=CC=CC=1.BrN1C(=O)CCC1=O.[CH:28]1([CH2:33][CH:34]([C:38]2[CH:43]=[CH:42][C:41]([S:44]([C:47]([F:50])([F:49])[F:48])(=[O:46])=[O:45])=[CH:40][CH:39]=2)[C:35](O)=[O:36])[CH2:32][CH2:31][CH2:30][CH2:29]1.[NH2:51][C:52]1[CH:57]=[CH:56][C:55]([Br:58])=[CH:54][N:53]=1, predict the reaction product. The product is: [Br:58][C:55]1[CH:56]=[CH:57][C:52]([NH:51][C:35](=[O:36])[CH:34]([C:38]2[CH:39]=[CH:40][C:41]([S:44]([C:47]([F:49])([F:50])[F:48])(=[O:46])=[O:45])=[CH:42][CH:43]=2)[CH2:33][CH:28]2[CH2:29][CH2:30][CH2:31][CH2:32]2)=[N:53][CH:54]=1. (5) Given the reactants [CH3:1][S:2]([C:5]1[CH:6]=[C:7]([CH:11]=[CH:12][CH:13]=1)[C:8]([OH:10])=[O:9])(=[O:4])=[O:3].[N+:14]([O-])([OH:16])=[O:15].C(=O)(O)[O-].[Na+], predict the reaction product. The product is: [CH3:1][S:2]([C:5]1[CH:6]=[C:7]([CH:11]=[C:12]([N+:14]([O-:16])=[O:15])[CH:13]=1)[C:8]([OH:10])=[O:9])(=[O:3])=[O:4].